This data is from Full USPTO retrosynthesis dataset with 1.9M reactions from patents (1976-2016). The task is: Predict the reactants needed to synthesize the given product. (1) Given the product [NH2:15][C:12]1[CH:13]=[CH:14][C:9]([S:8][C:6]2[CH:5]=[CH:4][N:3]=[C:2]([NH:16][CH2:17][CH2:18][OH:19])[N:7]=2)=[CH:10][CH:11]=1, predict the reactants needed to synthesize it. The reactants are: Cl[C:2]1[N:7]=[C:6]([S:8][C:9]2[CH:14]=[CH:13][C:12]([NH2:15])=[CH:11][CH:10]=2)[CH:5]=[CH:4][N:3]=1.[NH2:16][CH2:17][CH2:18][OH:19]. (2) Given the product [N:1]([C@H:4]1[CH2:5][NH:6][CH2:7][C@@H:8]1[OH:9])=[N+:2]=[N-:3], predict the reactants needed to synthesize it. The reactants are: [N:1]([C@@H:4]1[C@@H:8]([O:9][Si](C)(C)C)[CH2:7][N:6](C(=O)C(F)(F)F)[CH2:5]1)=[N+:2]=[N-:3].C([O-])([O-])=O.[K+].[K+]. (3) Given the product [N:1]1[C:6]2[CH:7]=[CH:8][S:9][C:5]=2[C:4]([C:10]2[CH:11]=[C:12]([NH:16][C:22](=[O:23])[C:21]3[CH:25]=[CH:26][CH:27]=[C:19]([C:18]([F:17])([F:28])[F:29])[CH:20]=3)[CH:13]=[CH:14][CH:15]=2)=[N:3][CH:2]=1, predict the reactants needed to synthesize it. The reactants are: [N:1]1[C:6]2[CH:7]=[CH:8][S:9][C:5]=2[C:4]([C:10]2[CH:11]=[C:12]([NH2:16])[CH:13]=[CH:14][CH:15]=2)=[N:3][CH:2]=1.[F:17][C:18]([F:29])([F:28])[C:19]1[CH:20]=[C:21]([CH:25]=[CH:26][CH:27]=1)[C:22](Cl)=[O:23].C(N(CC)CC)C. (4) The reactants are: [CH3:1][C:2]1([C:7]2[CH:12]=[CH:11][C:10](OB(O)O)=[CH:9][CH:8]=2)[O:6][CH2:5][CH2:4][O:3]1.Br[C:18]1[N:19]=[C:20]([N:28]2[CH2:33][CH2:32][N:31]([CH2:34][CH3:35])[CH2:30][CH2:29]2)[C:21]2[C:26]([CH:27]=1)=[CH:25][CH:24]=[CH:23][CH:22]=2.C(=O)([O-])[O-].[Na+].[Na+]. Given the product [CH2:34]([N:31]1[CH2:30][CH2:29][N:28]([C:20]2[C:21]3[C:26](=[CH:25][CH:24]=[CH:23][CH:22]=3)[CH:27]=[C:18]([C:10]3[CH:11]=[CH:12][C:7]([C:2]4([CH3:1])[O:6][CH2:5][CH2:4][O:3]4)=[CH:8][CH:9]=3)[N:19]=2)[CH2:33][CH2:32]1)[CH3:35], predict the reactants needed to synthesize it. (5) Given the product [O:22]1[CH2:21][C@@H:20]1[CH2:18][N:6]1[C:7]2[CH:15]=[CH:14][CH:13]=[CH:12][C:8]=2[CH2:9][CH2:10][C:11]2[CH:1]=[CH:2][CH:3]=[CH:4][C:5]1=2, predict the reactants needed to synthesize it. The reactants are: [CH:1]1[C:11]2[CH2:10][CH2:9][C:8]3[CH:12]=[CH:13][CH:14]=[CH:15][C:7]=3[NH:6][C:5]=2[CH:4]=[CH:3][CH:2]=1.[NH2-].[Na+].[CH2:18]([C@@H:20]1[O:22][CH2:21]1)Cl.Cl. (6) Given the product [Cl:1][C:2]1[N:7]=[C:6]([N:28]2[CH2:29][CH:26]([O:25][C:24]3[CH:23]=[CH:22][C:21]([F:20])=[CH:31][CH:30]=3)[CH2:27]2)[C:5]([F:9])=[CH:4][N:3]=1, predict the reactants needed to synthesize it. The reactants are: [Cl:1][C:2]1[N:7]=[C:6](Cl)[C:5]([F:9])=[CH:4][N:3]=1.C(N(C(C)C)C(C)C)C.Cl.[F:20][C:21]1[CH:31]=[CH:30][C:24]([O:25][CH:26]2[CH2:29][NH:28][CH2:27]2)=[CH:23][CH:22]=1. (7) Given the product [CH2:30]([C:14]1[C:15]([N:18]([CH3:29])[C:19]2[N:24]=[CH:23][C:22]3[N:25]=[CH:26][N:27]([CH3:28])[C:21]=3[CH:20]=2)=[CH:16][N:17]=[C:12]([CH:10]2[CH2:11][N:8]([C:1](=[O:2])[C:3]([F:6])([F:5])[F:4])[CH2:9]2)[CH:13]=1)[CH3:31], predict the reactants needed to synthesize it. The reactants are: [C:1](O)([C:3]([F:6])([F:5])[F:4])=[O:2].[NH:8]1[CH2:11][CH:10]([C:12]2[N:17]=[CH:16][C:15]([N:18]([CH3:29])[C:19]3[N:24]=[CH:23][C:22]4[N:25]=[CH:26][N:27]([CH3:28])[C:21]=4[CH:20]=3)=[C:14]([CH2:30][CH3:31])[CH:13]=2)[CH2:9]1.